This data is from NCI-60 drug combinations with 297,098 pairs across 59 cell lines. The task is: Regression. Given two drug SMILES strings and cell line genomic features, predict the synergy score measuring deviation from expected non-interaction effect. (1) Drug 1: CN1CCC(CC1)COC2=C(C=C3C(=C2)N=CN=C3NC4=C(C=C(C=C4)Br)F)OC. Drug 2: C1=NC2=C(N=C(N=C2N1C3C(C(C(O3)CO)O)F)Cl)N. Cell line: HL-60(TB). Synergy scores: CSS=42.8, Synergy_ZIP=-0.667, Synergy_Bliss=-6.74, Synergy_Loewe=-36.2, Synergy_HSA=-9.84. (2) Drug 1: CC1=C(C=C(C=C1)NC(=O)C2=CC=C(C=C2)CN3CCN(CC3)C)NC4=NC=CC(=N4)C5=CN=CC=C5. Drug 2: CC1C(C(CC(O1)OC2CC(OC(C2O)C)OC3=CC4=CC5=C(C(=O)C(C(C5)C(C(=O)C(C(C)O)O)OC)OC6CC(C(C(O6)C)O)OC7CC(C(C(O7)C)O)OC8CC(C(C(O8)C)O)(C)O)C(=C4C(=C3C)O)O)O)O. Cell line: MCF7. Synergy scores: CSS=4.16, Synergy_ZIP=2.93, Synergy_Bliss=2.03, Synergy_Loewe=-36.9, Synergy_HSA=-2.66. (3) Drug 1: CC1=C2C(C(=O)C3(C(CC4C(C3C(C(C2(C)C)(CC1OC(=O)C(C(C5=CC=CC=C5)NC(=O)OC(C)(C)C)O)O)OC(=O)C6=CC=CC=C6)(CO4)OC(=O)C)O)C)O. Drug 2: CCN(CC)CCCC(C)NC1=C2C=C(C=CC2=NC3=C1C=CC(=C3)Cl)OC. Cell line: T-47D. Synergy scores: CSS=11.6, Synergy_ZIP=7.09, Synergy_Bliss=9.03, Synergy_Loewe=4.25, Synergy_HSA=5.72. (4) Drug 1: CC1C(C(=O)NC(C(=O)N2CCCC2C(=O)N(CC(=O)N(C(C(=O)O1)C(C)C)C)C)C(C)C)NC(=O)C3=C4C(=C(C=C3)C)OC5=C(C(=O)C(=C(C5=N4)C(=O)NC6C(OC(=O)C(N(C(=O)CN(C(=O)C7CCCN7C(=O)C(NC6=O)C(C)C)C)C)C(C)C)C)N)C. Drug 2: CC1CCCC2(C(O2)CC(NC(=O)CC(C(C(=O)C(C1O)C)(C)C)O)C(=CC3=CSC(=N3)C)C)C. Cell line: NCI-H522. Synergy scores: CSS=57.0, Synergy_ZIP=-1.05, Synergy_Bliss=-2.84, Synergy_Loewe=-6.44, Synergy_HSA=-0.706. (5) Drug 1: CCC1=C2CN3C(=CC4=C(C3=O)COC(=O)C4(CC)O)C2=NC5=C1C=C(C=C5)O. Drug 2: C1CC(=O)NC(=O)C1N2C(=O)C3=CC=CC=C3C2=O. Cell line: MDA-MB-231. Synergy scores: CSS=18.9, Synergy_ZIP=-4.55, Synergy_Bliss=2.32, Synergy_Loewe=-83.3, Synergy_HSA=0.891. (6) Drug 1: CC12CCC(CC1=CCC3C2CCC4(C3CC=C4C5=CN=CC=C5)C)O. Drug 2: C1CN(P(=O)(OC1)NCCCl)CCCl. Cell line: A498. Synergy scores: CSS=2.19, Synergy_ZIP=2.62, Synergy_Bliss=4.39, Synergy_Loewe=2.46, Synergy_HSA=2.24. (7) Drug 1: C1CNP(=O)(OC1)N(CCCl)CCCl. Drug 2: C(CCl)NC(=O)N(CCCl)N=O. Cell line: IGROV1. Synergy scores: CSS=-0.551, Synergy_ZIP=-1.14, Synergy_Bliss=-3.03, Synergy_Loewe=-3.18, Synergy_HSA=-2.29. (8) Drug 1: C1=NC2=C(N1)C(=S)N=C(N2)N. Drug 2: CC=C1C(=O)NC(C(=O)OC2CC(=O)NC(C(=O)NC(CSSCCC=C2)C(=O)N1)C(C)C)C(C)C. Cell line: 786-0. Synergy scores: CSS=52.1, Synergy_ZIP=-2.83, Synergy_Bliss=-1.07, Synergy_Loewe=2.75, Synergy_HSA=3.66. (9) Drug 1: CC1=C2C(C(=O)C3(C(CC4C(C3C(C(C2(C)C)(CC1OC(=O)C(C(C5=CC=CC=C5)NC(=O)C6=CC=CC=C6)O)O)OC(=O)C7=CC=CC=C7)(CO4)OC(=O)C)O)C)OC(=O)C. Drug 2: CC(C)CN1C=NC2=C1C3=CC=CC=C3N=C2N. Cell line: MDA-MB-231. Synergy scores: CSS=37.4, Synergy_ZIP=2.78, Synergy_Bliss=1.78, Synergy_Loewe=-8.42, Synergy_HSA=1.68.